From a dataset of Forward reaction prediction with 1.9M reactions from USPTO patents (1976-2016). Predict the product of the given reaction. (1) Given the reactants [CH3:1][O:2][C:3](=[O:14])[CH2:4][O:5][C:6]1[CH:11]=[C:10]([CH3:12])[CH:9]=[C:8]([CH3:13])[CH:7]=1.[Cl:15][S:16](O)(=[O:18])=[O:17], predict the reaction product. The product is: [CH3:1][O:2][C:3](=[O:14])[CH2:4][O:5][C:6]1[CH:7]=[C:8]([CH3:13])[C:9]([S:16]([Cl:15])(=[O:18])=[O:17])=[C:10]([CH3:12])[CH:11]=1. (2) Given the reactants O=C1CCC(NC(=O)OC(C)(C)C)CC1.CNCC1C=CC=CC=1.[Na].C(O)(=O)C.[OH-].[Na+].[CH2:32]([N:39]([CH3:54])[CH:40]1[CH2:45][CH2:44][CH:43]([NH:46]C(=O)OC(C)(C)C)[CH2:42][CH2:41]1)[C:33]1[CH:38]=[CH:37][CH:36]=[CH:35][CH:34]=1.[ClH:55], predict the reaction product. The product is: [ClH:55].[ClH:55].[CH2:32]([N:39]([CH3:54])[CH:40]1[CH2:45][CH2:44][CH:43]([NH2:46])[CH2:42][CH2:41]1)[C:33]1[CH:38]=[CH:37][CH:36]=[CH:35][CH:34]=1. (3) Given the reactants [N:1]([CH2:4][CH2:5][C:6]1[CH:11]=[CH:10][CH:9]=[CH:8][CH:7]=1)=[C:2]=[O:3].[NH2:12][CH2:13][CH2:14][CH2:15][CH2:16][C:17]([CH3:26])([C:20]1[CH:25]=[CH:24][CH:23]=[CH:22][CH:21]=1)[CH2:18][OH:19], predict the reaction product. The product is: [OH:19][CH2:18][C:17]([CH3:26])([C:20]1[CH:21]=[CH:22][CH:23]=[CH:24][CH:25]=1)[CH2:16][CH2:15][CH2:14][CH2:13][NH:12][C:2]([NH:1][CH2:4][CH2:5][C:6]1[CH:11]=[CH:10][CH:9]=[CH:8][CH:7]=1)=[O:3]. (4) Given the reactants [CH2:1]([C:3]([OH:36])([CH2:34][CH3:35])[CH2:4][CH2:5][C:6]1[CH:11]=[CH:10][C:9]([C:12]([CH2:31][CH3:32])([C:15]2[CH:20]=[CH:19][C:18](B3OC(C)(C)C(C)(C)O3)=[C:17]([CH3:30])[CH:16]=2)[CH2:13][CH3:14])=[CH:8][C:7]=1[CH3:33])[CH3:2].[CH2:37]([O:39][C:40](=[O:49])[CH2:41][C:42]1[CH:43]=[N:44][C:45](Br)=[CH:46][CH:47]=1)[CH3:38].P([O-])([O-])([O-])=O.[K+].[K+].[K+], predict the reaction product. The product is: [CH2:37]([O:39][C:40](=[O:49])[CH2:41][C:42]1[CH:43]=[N:44][C:45]([C:18]2[CH:19]=[CH:20][C:15]([C:12]([CH2:13][CH3:14])([C:9]3[CH:10]=[CH:11][C:6](/[CH:5]=[CH:4]/[C:3]([CH2:34][CH3:35])([OH:36])[CH2:1][CH3:2])=[C:7]([CH3:33])[CH:8]=3)[CH2:31][CH3:32])=[CH:16][C:17]=2[CH3:30])=[CH:46][CH:47]=1)[CH3:38].